The task is: Regression. Given two drug SMILES strings and cell line genomic features, predict the synergy score measuring deviation from expected non-interaction effect.. This data is from NCI-60 drug combinations with 297,098 pairs across 59 cell lines. (1) Synergy scores: CSS=31.8, Synergy_ZIP=-3.57, Synergy_Bliss=-5.99, Synergy_Loewe=-3.95, Synergy_HSA=-2.58. Cell line: SF-539. Drug 1: CC1=C(C=C(C=C1)NC(=O)C2=CC=C(C=C2)CN3CCN(CC3)C)NC4=NC=CC(=N4)C5=CN=CC=C5. Drug 2: C#CCC(CC1=CN=C2C(=N1)C(=NC(=N2)N)N)C3=CC=C(C=C3)C(=O)NC(CCC(=O)O)C(=O)O. (2) Drug 1: CCC(=C(C1=CC=CC=C1)C2=CC=C(C=C2)OCCN(C)C)C3=CC=CC=C3.C(C(=O)O)C(CC(=O)O)(C(=O)O)O. Drug 2: CCN(CC)CCNC(=O)C1=C(NC(=C1C)C=C2C3=C(C=CC(=C3)F)NC2=O)C. Cell line: MALME-3M. Synergy scores: CSS=-3.46, Synergy_ZIP=13.1, Synergy_Bliss=7.33, Synergy_Loewe=-6.24, Synergy_HSA=-3.26. (3) Drug 1: C1=CC(=CC=C1CCC2=CNC3=C2C(=O)NC(=N3)N)C(=O)NC(CCC(=O)O)C(=O)O. Drug 2: CC1CCCC2(C(O2)CC(NC(=O)CC(C(C(=O)C(C1O)C)(C)C)O)C(=CC3=CSC(=N3)C)C)C. Cell line: MALME-3M. Synergy scores: CSS=15.0, Synergy_ZIP=4.46, Synergy_Bliss=6.48, Synergy_Loewe=5.32, Synergy_HSA=5.37.